From a dataset of NCI-60 drug combinations with 297,098 pairs across 59 cell lines. Regression. Given two drug SMILES strings and cell line genomic features, predict the synergy score measuring deviation from expected non-interaction effect. (1) Drug 1: CC1=C(C(=CC=C1)Cl)NC(=O)C2=CN=C(S2)NC3=CC(=NC(=N3)C)N4CCN(CC4)CCO. Drug 2: C1=NNC2=C1C(=O)NC=N2. Synergy scores: CSS=24.6, Synergy_ZIP=-4.20, Synergy_Bliss=-8.34, Synergy_Loewe=-28.6, Synergy_HSA=-6.72. Cell line: SN12C. (2) Drug 1: CC(C1=C(C=CC(=C1Cl)F)Cl)OC2=C(N=CC(=C2)C3=CN(N=C3)C4CCNCC4)N. Drug 2: COC1=C(C=C2C(=C1)N=CN=C2NC3=CC(=C(C=C3)F)Cl)OCCCN4CCOCC4. Cell line: SN12C. Synergy scores: CSS=40.2, Synergy_ZIP=-0.114, Synergy_Bliss=8.39, Synergy_Loewe=11.0, Synergy_HSA=11.5. (3) Drug 1: C1CC(=O)NC(=O)C1N2CC3=C(C2=O)C=CC=C3N. Drug 2: CC1C(C(CC(O1)OC2CC(CC3=C2C(=C4C(=C3O)C(=O)C5=C(C4=O)C(=CC=C5)OC)O)(C(=O)CO)O)N)O.Cl. Cell line: HOP-92. Synergy scores: CSS=54.3, Synergy_ZIP=4.96, Synergy_Bliss=6.61, Synergy_Loewe=-10.6, Synergy_HSA=7.20. (4) Drug 1: C1CC(=O)NC(=O)C1N2CC3=C(C2=O)C=CC=C3N. Drug 2: CCC1=CC2CC(C3=C(CN(C2)C1)C4=CC=CC=C4N3)(C5=C(C=C6C(=C5)C78CCN9C7C(C=CC9)(C(C(C8N6C)(C(=O)OC)O)OC(=O)C)CC)OC)C(=O)OC.C(C(C(=O)O)O)(C(=O)O)O. Cell line: OVCAR-5. Synergy scores: CSS=49.0, Synergy_ZIP=-0.991, Synergy_Bliss=1.38, Synergy_Loewe=-6.45, Synergy_HSA=2.98. (5) Drug 1: CCC1=CC2CC(C3=C(CN(C2)C1)C4=CC=CC=C4N3)(C5=C(C=C6C(=C5)C78CCN9C7C(C=CC9)(C(C(C8N6C)(C(=O)OC)O)OC(=O)C)CC)OC)C(=O)OC.C(C(C(=O)O)O)(C(=O)O)O. Drug 2: C1CN(CCN1C(=O)CCBr)C(=O)CCBr. Cell line: HCT-15. Synergy scores: CSS=14.1, Synergy_ZIP=-0.942, Synergy_Bliss=-1.17, Synergy_Loewe=-10.1, Synergy_HSA=0.199.